From a dataset of Catalyst prediction with 721,799 reactions and 888 catalyst types from USPTO. Predict which catalyst facilitates the given reaction. (1) Reactant: [F:1][C:2]1[C:7]([I:8])=[C:6]([O:9][CH3:10])[CH:5]=[CH:4][C:3]=1[CH:11]1OCC[O:12]1.Cl. Product: [F:1][C:2]1[C:7]([I:8])=[C:6]([O:9][CH3:10])[CH:5]=[CH:4][C:3]=1[CH:11]=[O:12]. The catalyst class is: 21. (2) Reactant: [CH3:1][C:2]1[CH:7]=[CH:6][C:5]([O:8][CH3:9])=[CH:4][C:3]=1[O:10][C:11]1[CH:16]=[CH:15][C:14]([N+:17]([O-])=O)=[CH:13][CH:12]=1. Product: [CH3:1][C:2]1[CH:7]=[CH:6][C:5]([O:8][CH3:9])=[CH:4][C:3]=1[O:10][C:11]1[CH:16]=[CH:15][C:14]([NH2:17])=[CH:13][CH:12]=1. The catalyst class is: 19.